From a dataset of Forward reaction prediction with 1.9M reactions from USPTO patents (1976-2016). Predict the product of the given reaction. Given the reactants [NH2:1][C:2]1[CH:7]=[CH:6][C:5]([OH:8])=[C:4]([Cl:9])[CH:3]=1.Cl.Cl[CH2:12][CH2:13][N:14]1[CH2:18][CH2:17][CH2:16][CH2:15]1.[OH-].[Na+], predict the reaction product. The product is: [Cl:9][C:4]1[CH:3]=[C:2]([CH:7]=[CH:6][C:5]=1[O:8][CH2:12][CH2:13][N:14]1[CH2:18][CH2:17][CH2:16][CH2:15]1)[NH2:1].